This data is from Peptide-MHC class II binding affinity with 134,281 pairs from IEDB. The task is: Regression. Given a peptide amino acid sequence and an MHC pseudo amino acid sequence, predict their binding affinity value. This is MHC class II binding data. (1) The peptide sequence is ASMFIFDRSFTITIA. The MHC is HLA-DQA10301-DQB10302 with pseudo-sequence HLA-DQA10301-DQB10302. The binding affinity (normalized) is 0.197. (2) The peptide sequence is LVAKLFKDYSSVVRPV. The MHC is DRB1_0301 with pseudo-sequence DRB1_0301. The binding affinity (normalized) is 0.194. (3) The peptide sequence is LDSQLNRLKSLTDDLQR. The MHC is DRB1_1501 with pseudo-sequence DRB1_1501. The binding affinity (normalized) is 0.202. (4) The peptide sequence is LIDDVIAILPVDELY. The MHC is DRB1_1201 with pseudo-sequence DRB1_1201. The binding affinity (normalized) is 0.566. (5) The peptide sequence is YRWMCLRRFIIFLFI. The MHC is DRB1_0301 with pseudo-sequence DRB1_0301. The binding affinity (normalized) is 0.